Dataset: Cav3 T-type calcium channel HTS with 100,875 compounds. Task: Binary Classification. Given a drug SMILES string, predict its activity (active/inactive) in a high-throughput screening assay against a specified biological target. The molecule is Brc1sc(C(=O)/N=c2/sc3c(n2CC#C)c(OC)ccc3)cc1. The result is 0 (inactive).